This data is from Reaction yield outcomes from USPTO patents with 853,638 reactions. The task is: Predict the reaction yield, written as a fraction of the theoretical maximum amount of product (1.0 means a 100% yield; for example, 0.34 means a 34% yield). (1) The reactants are [F:1][C:2]1[CH:7]=[C:6]([O:8][C:9]2[CH:14]=[CH:13][CH:12]=[CH:11][CH:10]=2)[CH:5]=[CH:4][C:3]=1[C:15]1[C:23]2[C:18](=[N:19][CH:20]=[N:21][C:22]=2[NH2:24])[N:17]([CH2:25][C@H:26]2[CH2:30][CH2:29][CH2:28][NH:27]2)[N:16]=1.[C:31]([CH2:33][C:34](O)=[O:35])#[N:32].CN(C(ON1N=NC2C=CC=NC1=2)=[N+](C)C)C.F[P-](F)(F)(F)(F)F.C(N(CC)CC)C. The catalyst is O.CN(C)C=O. The product is [NH2:24][C:22]1[N:21]=[CH:20][N:19]=[C:18]2[N:17]([CH2:25][C@H:26]3[CH2:30][CH2:29][CH2:28][N:27]3[C:34](=[O:35])[CH2:33][C:31]#[N:32])[N:16]=[C:15]([C:3]3[CH:4]=[CH:5][C:6]([O:8][C:9]4[CH:10]=[CH:11][CH:12]=[CH:13][CH:14]=4)=[CH:7][C:2]=3[F:1])[C:23]=12. The yield is 0.620. (2) The reactants are [Cl:1][C:2]1[CH:3]=[CH:4][C:5]([O:11]C)=[C:6]([B:8]([OH:10])[OH:9])[CH:7]=1. The catalyst is ClCCl. The product is [Cl:1][C:2]1[CH:3]=[CH:4][C:5]([OH:11])=[C:6]([B:8]([OH:9])[OH:10])[CH:7]=1. The yield is 0.970. (3) The reactants are [ClH:1].[N:2]1[CH:7]=[CH:6][CH:5]=[CH:4][C:3]=1[C:8]#[C:9][CH2:10][CH2:11][C:12]1[O:13][C:14]2[CH:20]=[CH:19][CH:18]=[CH:17][C:15]=2[N:16]=1. The catalyst is O1CCOCC1. The product is [ClH:1].[N:2]1[CH:7]=[CH:6][CH:5]=[CH:4][C:3]=1[C:8]#[C:9][CH2:10][CH2:11][C:12]1[O:13][C:14]2[CH:20]=[CH:19][CH:18]=[CH:17][C:15]=2[N:16]=1. The yield is 0.780.